Dataset: Catalyst prediction with 721,799 reactions and 888 catalyst types from USPTO. Task: Predict which catalyst facilitates the given reaction. (1) Reactant: [CH3:1][NH2:2].CS(O[CH2:8][CH2:9][CH2:10][CH2:11][CH2:12][CH2:13][CH2:14][CH2:15]/[CH:16]=[CH:17]\[CH2:18]/[CH:19]=[CH:20]\[CH2:21][CH2:22][CH2:23][CH2:24][CH3:25])(=O)=O. Product: [CH3:1][NH:2][CH2:8][CH2:9][CH2:10][CH2:11][CH2:12][CH2:13][CH2:14][CH2:15]/[CH:16]=[CH:17]\[CH2:18]/[CH:19]=[CH:20]\[CH2:21][CH2:22][CH2:23][CH2:24][CH3:25]. The catalyst class is: 13. (2) Reactant: Br[CH:2]([CH3:4])[CH3:3].[Br:5][C:6]1[CH:7]=[C:8]([SH:12])[CH:9]=[CH:10][CH:11]=1.C([O-])([O-])=O.[K+].[K+]. Product: [Br:5][C:6]1[CH:11]=[CH:10][CH:9]=[C:8]([S:12][CH:2]([CH3:4])[CH3:3])[CH:7]=1. The catalyst class is: 18. (3) Reactant: [CH3:1][C:2]1[CH:3]=[CH:4][C:5]2[N:6]([C:8]([CH2:18][N:19]3[C:23]([C:24](OC)=[O:25])=[N:22][CH:21]=[N:20]3)=[C:9]([C:11]3[CH:16]=[CH:15][C:14]([CH3:17])=[CH:13][CH:12]=3)[N:10]=2)[CH:7]=1.[CH3:28][NH2:29]. Product: [CH3:28][NH:29][C:24]([C:23]1[N:19]([CH2:18][C:8]2[N:6]3[CH:7]=[C:2]([CH3:1])[CH:3]=[CH:4][C:5]3=[N:10][C:9]=2[C:11]2[CH:12]=[CH:13][C:14]([CH3:17])=[CH:15][CH:16]=2)[N:20]=[CH:21][N:22]=1)=[O:25]. The catalyst class is: 5. (4) Reactant: [CH2:1]([O:8][C:9]([N:11]1[CH2:15][C:14](=[O:16])[CH:13]([C:17]([O:19][CH2:20][CH3:21])=[O:18])[CH2:12]1)=[O:10])[C:2]1[CH:7]=[CH:6][CH:5]=[CH:4][CH:3]=1.[C:22](=O)([O-])[O-].[K+].[K+].CI. Product: [CH2:1]([O:8][C:9]([N:11]1[CH2:15][C:14](=[O:16])[C:13]([CH3:22])([C:17]([O:19][CH2:20][CH3:21])=[O:18])[CH2:12]1)=[O:10])[C:2]1[CH:3]=[CH:4][CH:5]=[CH:6][CH:7]=1. The catalyst class is: 21. (5) Reactant: [F:1][C:2]1[CH:7]=[CH:6][CH:5]=[CH:4][C:3]=1[C@H:8]1[C:17]2[CH:18]=[CH:19][CH:20]=[CH:21][C:16]=2[C:15]2[N:14]=[C:13]([NH:22][C:23]3[CH:24]=[C:25]([CH2:29][CH2:30][OH:31])[CH:26]=[CH:27][CH:28]=3)[N:12]=[CH:11][C:10]=2[CH2:9]1.C(N(CC)CC)C.[CH3:39][S:40](Cl)(=[O:42])=[O:41]. Product: [CH3:39][S:40]([O:31][CH2:30][CH2:29][C:25]1[CH:26]=[CH:27][CH:28]=[C:23]([NH:22][C:13]2[N:12]=[CH:11][C:10]3[CH2:9][C@@H:8]([C:3]4[CH:4]=[CH:5][CH:6]=[CH:7][C:2]=4[F:1])[C:17]4[CH:18]=[CH:19][CH:20]=[CH:21][C:16]=4[C:15]=3[N:14]=2)[CH:24]=1)(=[O:42])=[O:41]. The catalyst class is: 4. (6) Reactant: [BH:1]([OH:3])[OH:2].[S:4]1[CH:8]=[CH:7][CH:6]=[C:5]1[C:9]([OH:11])=O.C(N1C=CN=C1)(N1C=CN=C1)=O.[CH2:24]([NH2:31])[C:25]1[CH:30]=[CH:29][CH:28]=[CH:27][CH:26]=1. Product: [CH2:24]([NH:31][C:9]([C:5]1[S:4][C:8]([B:1]([OH:3])[OH:2])=[CH:7][CH:6]=1)=[O:11])[C:25]1[CH:30]=[CH:29][CH:28]=[CH:27][CH:26]=1. The catalyst class is: 1. (7) Reactant: [C:1]([O:5][CH2:6][CH2:7][OH:8])(=[O:4])[CH:2]=[CH2:3].C(N(C(C)C)CC)(C)C.[S:18](Cl)([C:21]1[C:33]2[CH:32]=[CH:31][CH:30]=[C:26]([N:27]([CH3:29])[CH3:28])[C:25]=2[CH:24]=[CH:23][CH:22]=1)(=[O:20])=[O:19]. Product: [C:1]([O:5][CH2:6][CH2:7][O:8][S:18]([C:21]1[C:33]2[C:25](=[C:26]([N:27]([CH3:29])[CH3:28])[CH:30]=[CH:31][CH:32]=2)[CH:24]=[CH:23][CH:22]=1)(=[O:20])=[O:19])(=[O:4])[CH:2]=[CH2:3]. The catalyst class is: 2. (8) Reactant: Cl[C:2]1[C:11]2[C:6](=[CH:7][C:8]([O:14][CH2:15][CH2:16][CH2:17][N:18]3[CH2:23][CH2:22][N:21]([CH3:24])[CH2:20][C:19]3=[O:25])=[C:9]([O:12][CH3:13])[CH:10]=2)[N:5]=[CH:4][N:3]=1.[Cl:26][C:27]1[CH:35]=[C:34]([C:36]#[C:37][CH2:38][CH2:39][O:40][CH3:41])[C:30]2[O:31][CH2:32][O:33][C:29]=2[C:28]=1[NH2:42].C[Si]([N-][Si](C)(C)C)(C)C.[Na+]. Product: [Cl:26][C:27]1[CH:35]=[C:34]([C:36]#[C:37][CH2:38][CH2:39][O:40][CH3:41])[C:30]2[O:31][CH2:32][O:33][C:29]=2[C:28]=1[NH:42][C:2]1[C:11]2[C:6](=[CH:7][C:8]([O:14][CH2:15][CH2:16][CH2:17][N:18]3[CH2:23][CH2:22][N:21]([CH3:24])[CH2:20][C:19]3=[O:25])=[C:9]([O:12][CH3:13])[CH:10]=2)[N:5]=[CH:4][N:3]=1. The catalyst class is: 3. (9) Reactant: Br.[N:2]1[CH:7]=[CH:6][CH:5]=[C:4]([O:8][C:9]2[CH:14]=[CH:13][C:12]([C:15]3[O:19][C:18]([NH2:20])=[N:17][N:16]=3)=[CH:11][CH:10]=2)[CH:3]=1.[F:21][C:22]([F:34])([F:33])[O:23][C:24]1[CH:25]=[C:26]([CH:30]=[CH:31][CH:32]=1)[C:27](Cl)=[O:28]. Product: [N:2]1[CH:7]=[CH:6][CH:5]=[C:4]([O:8][C:9]2[CH:10]=[CH:11][C:12]([C:15]3[O:19][C:18]([NH:20][C:27](=[O:28])[C:26]4[CH:30]=[CH:31][CH:32]=[C:24]([O:23][C:22]([F:21])([F:33])[F:34])[CH:25]=4)=[N:17][N:16]=3)=[CH:13][CH:14]=2)[CH:3]=1. The catalyst class is: 858. (10) Reactant: FC(F)(F)C(O)=O.[C:8]1([S:14]([NH:17][CH:18]([C:25]2[CH:30]=[CH:29][CH:28]=[C:27]([NH:31][S:32]([C:35]3[CH:40]=[CH:39][CH:38]=[C:37]([N:41](C(OC(C)(C)C)=O)[C:42]([NH2:51])=[N:43]C(OC(C)(C)C)=O)[CH:36]=3)(=[O:34])=[O:33])[CH:26]=2)[CH2:19][C:20]([O:22][CH2:23][CH3:24])=[O:21])(=[O:16])=[O:15])[CH:13]=[CH:12][CH:11]=[CH:10][CH:9]=1. Product: [C:8]1([S:14]([NH:17][CH:18]([C:25]2[CH:30]=[CH:29][CH:28]=[C:27]([NH:31][S:32]([C:35]3[CH:40]=[CH:39][CH:38]=[C:37]([NH:41][C:42]([NH2:51])=[NH:43])[CH:36]=3)(=[O:34])=[O:33])[CH:26]=2)[CH2:19][C:20]([O:22][CH2:23][CH3:24])=[O:21])(=[O:15])=[O:16])[CH:9]=[CH:10][CH:11]=[CH:12][CH:13]=1. The catalyst class is: 2.